This data is from Reaction yield outcomes from USPTO patents with 853,638 reactions. The task is: Predict the reaction yield, written as a fraction of the theoretical maximum amount of product (1.0 means a 100% yield; for example, 0.34 means a 34% yield). The reactants are [C:1]1(=[O:7])OC(=O)[CH2:3][CH2:2]1.C[N:9]1CCOCC1.[NH2:15][CH:16]([CH2:18][C:19]1[CH:24]=[CH:23][CH:22]=[CH:21][CH:20]=1)[CH3:17].C[N:26]([CH:28]=[O:29])C. No catalyst specified. The product is [C:1]([NH2:9])(=[O:7])[CH2:2][CH2:3][C:28]([NH2:26])=[O:29].[CH3:17][C@H:16]([NH2:15])[CH2:18][C:19]1[CH:20]=[CH:21][CH:22]=[CH:23][CH:24]=1. The yield is 0.860.